Predict the reactants needed to synthesize the given product. From a dataset of Full USPTO retrosynthesis dataset with 1.9M reactions from patents (1976-2016). (1) The reactants are: CS(C1OC2C=C(OC3C=CN=C(C(NC)=O)C=3)C=CC=2N=1)=[O:3].C1(CN)CCCCC1.[CH:32]1([CH2:38][NH:39][C:40]2[O:41][C:42]3[CH:48]=[C:47]([O:49][C:50]4[CH:55]=[CH:54][N:53]=[C:52]([C:56](NC)=[O:57])[CH:51]=4)[CH:46]=[CH:45][C:43]=3[N:44]=2)[CH2:37][CH2:36][CH2:35][CH2:34][CH2:33]1. Given the product [CH:32]1([CH2:38][NH:39][C:40]2[O:41][C:42]3[CH:48]=[C:47]([O:49][C:50]4[CH:55]=[CH:54][N:53]=[C:52]([C:56]([OH:3])=[O:57])[CH:51]=4)[CH:46]=[CH:45][C:43]=3[N:44]=2)[CH2:33][CH2:34][CH2:35][CH2:36][CH2:37]1, predict the reactants needed to synthesize it. (2) Given the product [CH2:1]([NH:6][C:7]1[N:8]=[CH:9][NH:10][C:11]=1[C:12]1[NH:21][N:20]=[C:18]([C:17]([F:23])([F:22])[F:16])[N:13]=1)[CH2:2][CH2:3][CH2:4][CH3:5], predict the reactants needed to synthesize it. The reactants are: [CH2:1]([NH:6][C:7]1[N:8]=[CH:9][NH:10][C:11]=1[C:12](SC)=[NH:13])[CH2:2][CH2:3][CH2:4][CH3:5].[F:16][C:17]([F:23])([F:22])[C:18]([NH:20][NH2:21])=O.